From a dataset of Full USPTO retrosynthesis dataset with 1.9M reactions from patents (1976-2016). Predict the reactants needed to synthesize the given product. (1) Given the product [N:1]1[N:2]([C:6]2[CH:7]=[C:8]([NH:12][C:13]3[C:18]([C:19](=[O:20])[NH2:21])=[CH:17][N:16]=[C:15]([NH:22][C@@H:23]4[CH2:28][CH2:27][CH2:26][C@H:25]([OH:29])[C@@H:24]4[NH:30][C:43](=[O:44])[O:42][C:39]([CH3:41])([CH3:40])[CH3:38])[N:14]=3)[CH:9]=[CH:10][CH:11]=2)[N:3]=[CH:4][CH:5]=1, predict the reactants needed to synthesize it. The reactants are: [N:1]1[N:2]([C:6]2[CH:7]=[C:8]([NH:12][C:13]3[C:18]([C:19]([NH2:21])=[O:20])=[CH:17][N:16]=[C:15]([NH:22][C@@H:23]4[CH2:28][CH2:27][CH2:26][C@H:25]([OH:29])[C@@H:24]4[NH2:30])[N:14]=3)[CH:9]=[CH:10][CH:11]=2)[N:3]=[CH:4][CH:5]=1.CCN(CC)CC.[CH3:38][C:39]([O:42][C:43](O[C:43]([O:42][C:39]([CH3:41])([CH3:40])[CH3:38])=[O:44])=[O:44])([CH3:41])[CH3:40]. (2) Given the product [CH3:37][O:38][C:39](=[O:58])[CH2:40][C:41]1[CH:46]=[CH:45][C:44]([O:47][CH2:48][C:49]2[CH:54]=[CH:53][CH:52]=[CH:51][C:50]=2[I:55])=[C:43]([CH:56]=[CH:16][CH2:15][CH2:14][N:13]([CH3:36])[CH3:12])[CH:42]=1, predict the reactants needed to synthesize it. The reactants are: C[Si]([N-][Si](C)(C)C)(C)C.[Li+].[I-].[CH3:12][N:13]([CH3:36])[CH2:14][CH2:15][CH2:16][P+](C1C=CC=CC=1)(C1C=CC=CC=1)C1C=CC=CC=1.[CH3:37][O:38][C:39](=[O:58])[CH2:40][C:41]1[CH:46]=[CH:45][C:44]([O:47][CH2:48][C:49]2[CH:54]=[CH:53][CH:52]=[CH:51][C:50]=2[I:55])=[C:43]([CH:56]=O)[CH:42]=1.Cl. (3) Given the product [CH2:4]([O:11][C:12]1[CH:13]=[CH:14][CH:15]=[C:16]2[C:21]=1[N:20]=[C:19]([O:2][CH3:1])[CH:18]=[CH:17]2)[C:5]1[CH:10]=[CH:9][CH:8]=[CH:7][CH:6]=1, predict the reactants needed to synthesize it. The reactants are: [CH3:1][O:2][Na].[CH2:4]([O:11][C:12]1[CH:13]=[CH:14][CH:15]=[C:16]2[C:21]=1[N:20]=[C:19](Cl)[CH:18]=[CH:17]2)[C:5]1[CH:10]=[CH:9][CH:8]=[CH:7][CH:6]=1.O. (4) Given the product [CH:18]([C:20]1[CH:25]=[CH:24][CH:23]=[CH:22][C:21]=1[C:2]1[CH:3]=[CH:4][C:5]([C:8]([NH:10][CH2:11][CH2:12][C:13]([O:15][CH2:16][CH3:17])=[O:14])=[O:9])=[N:6][CH:7]=1)=[O:19], predict the reactants needed to synthesize it. The reactants are: Br[C:2]1[CH:3]=[CH:4][C:5]([C:8]([NH:10][CH2:11][CH2:12][C:13]([O:15][CH2:16][CH3:17])=[O:14])=[O:9])=[N:6][CH:7]=1.[CH:18]([C:20]1[CH:25]=[CH:24][CH:23]=[CH:22][C:21]=1B(O)O)=[O:19].C([O-])([O-])=O.[K+].[K+].O. (5) Given the product [CH:19]1([NH:22][C:23]([C:24]2[CH:29]=[CH:28][C:27]([CH3:30])=[C:26]([C:2]3[CH:18]=[CH:17][C:5]([C:6]([NH:8][C:9]4[CH:14]=[CH:13][C:12]([O:15][CH3:16])=[CH:11][CH:10]=4)=[O:7])=[CH:4][N:3]=3)[CH:25]=2)=[O:40])[CH2:20][CH2:21]1, predict the reactants needed to synthesize it. The reactants are: Cl[C:2]1[CH:18]=[CH:17][C:5]([C:6]([NH:8][C:9]2[CH:14]=[CH:13][C:12]([O:15][CH3:16])=[CH:11][CH:10]=2)=[O:7])=[CH:4][N:3]=1.[CH:19]1([NH:22][C:23](=[O:40])[C:24]2[CH:29]=[CH:28][C:27]([CH3:30])=[C:26](B3OC(C)(C)C(C)(C)O3)[CH:25]=2)[CH2:21][CH2:20]1.